Task: Predict the reactants needed to synthesize the given product.. Dataset: Full USPTO retrosynthesis dataset with 1.9M reactions from patents (1976-2016) Given the product [CH2:5]([N:6]([CH3:10])[CH:7]=[N:15][C:13]1[CH:12]=[CH:11][C:10]2[N:6]([CH2:5][C:4](=[N:3][O:2][CH3:1])[CH2:16][O:17][C:18]3[CH:23]=[CH:22][CH:21]=[C:20]([C:24]([F:27])([F:25])[F:26])[CH:19]=3)[CH:7]=[N:8][C:9]=2[CH:14]=1)[CH3:4], predict the reactants needed to synthesize it. The reactants are: [CH3:1][O:2][N:3]=[C:4]([CH2:16][O:17][C:18]1[CH:23]=[CH:22][CH:21]=[C:20]([C:24]([F:27])([F:26])[F:25])[CH:19]=1)[CH2:5][N:6]1[C:10]2[CH:11]=[CH:12][C:13]([NH2:15])=[CH:14][C:9]=2[N:8]=[CH:7]1.